Dataset: TCR-epitope binding with 47,182 pairs between 192 epitopes and 23,139 TCRs. Task: Binary Classification. Given a T-cell receptor sequence (or CDR3 region) and an epitope sequence, predict whether binding occurs between them. (1) The TCR CDR3 sequence is CASSIGSYGYTF. Result: 0 (the TCR does not bind to the epitope). The epitope is YLNTLTLAV. (2) The epitope is RQLLFVVEV. The TCR CDR3 sequence is CASSSNRADEQFF. Result: 1 (the TCR binds to the epitope).